Dataset: Catalyst prediction with 721,799 reactions and 888 catalyst types from USPTO. Task: Predict which catalyst facilitates the given reaction. (1) The catalyst class is: 4. Reactant: C(O[CH:5]1[O:22][C@@H:21]([CH2:23][O:24][C:25](=[O:27])[CH3:26])[C@H:16]([O:17][C:18](=[O:20])[CH3:19])[C@@H:11]([O:12][C:13](=[O:15])[CH3:14])[C@H:6]1[O:7][C:8](=[O:10])[CH3:9])(=O)C.[BrH:28].CC(O)=O.C(OCC)(=O)C.C1(C)C=CC=CC=1. Product: [C:8]([O:7][C@@H:6]1[C@H:11]([O:12][C:13](=[O:15])[CH3:14])[C@@H:16]([O:17][C:18](=[O:20])[CH3:19])[C@H:21]([CH2:23][O:24][C:25](=[O:27])[CH3:26])[O:22][C@H:5]1[Br:28])(=[O:10])[CH3:9]. (2) Reactant: [F:1][C:2]([F:23])([F:22])[C:3]1[CH:8]=[CH:7][N:6]=[C:5]([C:9]2[CH2:10][CH2:11][N:12](C(OC(C)(C)C)=O)[CH2:13][CH:14]=2)[CH:4]=1. Product: [F:23][C:2]([F:1])([F:22])[C:3]1[CH:8]=[CH:7][N:6]=[C:5]([C:9]2[CH2:10][CH2:11][NH:12][CH2:13][CH:14]=2)[CH:4]=1. The catalyst class is: 89. (3) Reactant: [Br:1][C:2]1[CH:3]=[C:4]2[C:9](=[CH:10][CH:11]=1)[C:8](=[O:12])[NH:7][C:6](=[O:13])[C:5]2=[CH:14]OC.[CH3:17][N:18]1[CH2:23][CH2:22][N:21]([C:24]2[CH:29]=[CH:28][C:27]([NH2:30])=[CH:26][CH:25]=2)[CH2:20][CH2:19]1. Product: [Br:1][C:2]1[CH:3]=[C:4]2[C:9](=[CH:10][CH:11]=1)[C:8](=[O:12])[NH:7][C:6](=[O:13])[C:5]2=[CH:14][NH:30][C:27]1[CH:26]=[CH:25][C:24]([N:21]2[CH2:20][CH2:19][N:18]([CH3:17])[CH2:23][CH2:22]2)=[CH:29][CH:28]=1. The catalyst class is: 9. (4) Reactant: I[C:2]1[CH:7]=[CH:6][C:5]([C:8]2[CH:13]=[CH:12][C:11]([I:14])=[CH:10][CH:9]=2)=[CH:4][CH:3]=1.[C:15]1(OB(O)O)[CH:20]=[CH:19][CH:18]=[CH:17][CH:16]=1.C(=O)([O-])[O-].[Na+].[Na+]. Product: [I:14][C:11]1[CH:12]=[CH:13][C:8]([C:5]2[CH:6]=[CH:7][C:2]([C:15]3[CH:20]=[CH:19][CH:18]=[CH:17][CH:16]=3)=[CH:3][CH:4]=2)=[CH:9][CH:10]=1. The catalyst class is: 206.